Dataset: Reaction yield outcomes from USPTO patents with 853,638 reactions. Task: Predict the reaction yield, written as a fraction of the theoretical maximum amount of product (1.0 means a 100% yield; for example, 0.34 means a 34% yield). The reactants are [CH3:1][C:2]1[N:3]=[CH:4][O:5][C:6]=1[C:7]([C:9]1[CH:14]=[CH:13][CH:12]=[CH:11][C:10]=1[CH:15]([CH3:18])[C:16]#[CH:17])=[O:8].C(N(CC)C(C)C)(C)C.[CH2:28]([O:30][C:31](=[O:35])[CH:32]=[CH:33]I)[CH3:29].CCCCCC. The catalyst is C1COCC1.CCOC(C)=O.Cl[Pd](Cl)([P](C1C=CC=CC=1)(C1C=CC=CC=1)C1C=CC=CC=1)[P](C1C=CC=CC=1)(C1C=CC=CC=1)C1C=CC=CC=1.[Cu]I.CC(C)=O. The product is [CH2:28]([O:30][C:31](=[O:35])[CH:32]=[CH:33][C:17]#[C:16][CH:15]([C:10]1[CH:11]=[CH:12][CH:13]=[CH:14][C:9]=1[C:7]([C:6]1[O:5][CH:4]=[N:3][C:2]=1[CH3:1])=[O:8])[CH3:18])[CH3:29]. The yield is 0.630.